Regression. Given a peptide amino acid sequence and an MHC pseudo amino acid sequence, predict their binding affinity value. This is MHC class I binding data. From a dataset of Peptide-MHC class I binding affinity with 185,985 pairs from IEDB/IMGT. (1) The peptide sequence is ELFIAPEGM. The MHC is HLA-B58:01 with pseudo-sequence HLA-B58:01. The binding affinity (normalized) is 0.0847. (2) The peptide sequence is IQQEFGIPY. The MHC is HLA-B15:03 with pseudo-sequence HLA-B15:03. The binding affinity (normalized) is 0.494. (3) The peptide sequence is AELEDGAYRI. The MHC is HLA-B44:02 with pseudo-sequence HLA-B44:02. The binding affinity (normalized) is 0.743. (4) The peptide sequence is ETACLGKAY. The MHC is HLA-B51:01 with pseudo-sequence HLA-B51:01. The binding affinity (normalized) is 0.0847.